From a dataset of HIV replication inhibition screening data with 41,000+ compounds from the AIDS Antiviral Screen. Binary Classification. Given a drug SMILES string, predict its activity (active/inactive) in a high-throughput screening assay against a specified biological target. (1) The drug is COc1c(Cl)cc(C(=CCCCCNC2CCC3(C)C(CCC4C3CCC3(C)C(C(C)CCCC(C)C)CCC43)C2)c2cc(Cl)c(OC)c(C(=O)O)c2)cc1C(=O)O.N. The result is 0 (inactive). (2) The drug is COC(=O)C(C1CCC(OCc2ccccc2)C1(O)COCc1ccccc1)C(C)(O)CCc1ccccc1. The result is 0 (inactive). (3) The drug is O=C(c1cccc(C(=O)c2ccc3c4c(cccc24)C(=O)N(c2ccccc2)C3=O)c1)c1ccc2c3c(cccc13)C(=O)N(c1ccccc1)C2=O. The result is 0 (inactive). (4) The drug is Cc1c2ccc(Cl)cc2nc2ccc(OCCNC(=O)C(CCCNC(=N)N)NC(=O)OC(C)(C)C)cc12.Cl. The result is 0 (inactive).